From a dataset of Peptide-MHC class I binding affinity with 185,985 pairs from IEDB/IMGT. Regression. Given a peptide amino acid sequence and an MHC pseudo amino acid sequence, predict their binding affinity value. This is MHC class I binding data. The peptide sequence is TSPMPLWSI. The MHC is Mamu-A01 with pseudo-sequence Mamu-A01. The binding affinity (normalized) is 1.00.